From a dataset of Full USPTO retrosynthesis dataset with 1.9M reactions from patents (1976-2016). Predict the reactants needed to synthesize the given product. (1) Given the product [OH:39][C:40]1[CH:41]=[C:42]([CH:48]=[C:49]([C:2]2[C:10]3[C:9]([NH:11][CH2:12][C:14]4[N:19]([C:20]5[CH:25]=[CH:24][CH:23]=[CH:22][CH:21]=5)[C:18](=[O:26])[C:17]5=[C:27]([CH3:30])[CH:28]=[CH:29][N:16]5[N:15]=4)=[N:8][CH:7]=[N:6][C:5]=3[N:4]([CH2:31][O:32][CH2:33][CH2:34][Si:35]([CH3:38])([CH3:37])[CH3:36])[CH:3]=2)[CH:50]=1)[C:43]([N:45]([CH3:47])[CH3:46])=[O:44], predict the reactants needed to synthesize it. The reactants are: Br[C:2]1[C:10]2[C:9]([NH:11][C@H:12]([C:14]3[N:19]([C:20]4[CH:25]=[CH:24][CH:23]=[CH:22][CH:21]=4)[C:18](=[O:26])[C:17]4=[C:27]([CH3:30])[CH:28]=[CH:29][N:16]4[N:15]=3)C)=[N:8][CH:7]=[N:6][C:5]=2[N:4]([CH2:31][O:32][CH2:33][CH2:34][Si:35]([CH3:38])([CH3:37])[CH3:36])[CH:3]=1.[OH:39][C:40]1[CH:41]=[C:42]([CH:48]=[C:49](B2OC(C)(C)C(C)(C)O2)[CH:50]=1)[C:43]([N:45]([CH3:47])[CH3:46])=[O:44].C(=O)([O-])[O-].[Na+].[Na+]. (2) Given the product [N:1]1[CH:6]=[CH:5][CH:4]=[C:3]([C:7]2[CH:8]=[C:9]([CH:13]=[CH:14][CH:15]=2)[C:10]([O:12][CH3:16])=[O:11])[CH:2]=1, predict the reactants needed to synthesize it. The reactants are: [N:1]1[CH:6]=[CH:5][CH:4]=[C:3]([C:7]2[CH:8]=[C:9]([CH:13]=[CH:14][CH:15]=2)[C:10]([OH:12])=[O:11])[CH:2]=1.[C:16](Cl)(=O)C(Cl)=O. (3) Given the product [CH3:27][N:28]([CH3:37])[CH2:29][CH2:30][N:31]1[CH2:36][CH2:35][N:34]([C:21]([C:20]2[CH:24]=[CH:25][CH:26]=[C:18]([C:15]3[CH:16]=[C:17]4[C:9]([C:4]5[CH:5]=[CH:6][CH:7]=[CH:8][C:3]=5[O:2][CH3:1])=[N:10][NH:11][C:12]4=[N:13][CH:14]=3)[CH:19]=2)=[O:23])[CH2:33][CH2:32]1, predict the reactants needed to synthesize it. The reactants are: [CH3:1][O:2][C:3]1[CH:8]=[CH:7][CH:6]=[CH:5][C:4]=1[C:9]1[C:17]2[C:12](=[N:13][CH:14]=[C:15]([C:18]3[CH:19]=[C:20]([CH:24]=[CH:25][CH:26]=3)[C:21]([OH:23])=O)[CH:16]=2)[NH:11][N:10]=1.[CH3:27][N:28]([CH3:37])[CH2:29][CH2:30][N:31]1[CH2:36][CH2:35][NH:34][CH2:33][CH2:32]1.ClCCl.C(=O)([O-])[O-].[Na+].[Na+]. (4) Given the product [Br:1][C:2]1[N:6]2[CH2:7][CH2:8][N:9]([C:11]([C:13]3[CH:18]=[CH:17][CH:16]=[C:15]([C:19]([F:21])([F:22])[F:20])[C:14]=3[Cl:23])=[O:12])[CH2:10][C:5]2=[N:4][C:3]=1[Cl:31], predict the reactants needed to synthesize it. The reactants are: [Br:1][C:2]1[N:6]2[CH2:7][CH2:8][N:9]([C:11]([C:13]3[CH:18]=[CH:17][CH:16]=[C:15]([C:19]([F:22])([F:21])[F:20])[C:14]=3[Cl:23])=[O:12])[CH2:10][C:5]2=[N:4][CH:3]=1.C1C(=O)N([Cl:31])C(=O)C1. (5) Given the product [CH:1]1([N:4]([C@@H:5]2[CH2:10][CH2:9][N:8]([C:11]3[CH:16]=[CH:15][C:14]([C:17]([F:18])([F:20])[F:19])=[CH:13][N:12]=3)[CH2:7][C@@H:6]2[F:21])[C:26](=[O:27])[C:25]2[CH:29]=[CH:30][C:31]([N:32]3[CH:36]=[N:35][N:34]=[N:33]3)=[C:23]([F:22])[CH:24]=2)[CH2:2][CH2:3]1, predict the reactants needed to synthesize it. The reactants are: [CH:1]1([NH:4][C@@H:5]2[CH2:10][CH2:9][N:8]([C:11]3[CH:16]=[CH:15][C:14]([C:17]([F:20])([F:19])[F:18])=[CH:13][N:12]=3)[CH2:7][C@@H:6]2[F:21])[CH2:3][CH2:2]1.[F:22][C:23]1[CH:24]=[C:25]([CH:29]=[CH:30][C:31]=1[N:32]1[CH:36]=[N:35][N:34]=[N:33]1)[C:26](O)=[O:27]. (6) Given the product [Br:12][C:10]1[CH:11]=[C:2]([NH:1][C:64](=[O:65])[CH2:63][C:29]2[NH:25][CH:26]=[N:27][CH:28]=2)[CH:3]=[C:4]2[C:9]=1[N:8]=[CH:7][C:6]([C:13]#[N:14])=[C:5]2[NH:15][C:16]1[CH:21]=[CH:20][C:19]([F:22])=[C:18]([Cl:23])[CH:17]=1, predict the reactants needed to synthesize it. The reactants are: [NH2:1][C:2]1[CH:3]=[C:4]2[C:9](=[C:10]([Br:12])[CH:11]=1)[N:8]=[CH:7][C:6]([C:13]#[N:14])=[C:5]2[NH:15][C:16]1[CH:21]=[CH:20][C:19]([F:22])=[C:18]([Cl:23])[CH:17]=1.Cl.[NH:25]1[CH:29]=[CH:28][N:27]=[C:26]1CC(O)=O.CN([P+](ON1N=NC2C=CC=CC1=2)(N(C)C)N(C)C)C.F[P-](F)(F)(F)(F)F.CN1CC[O:65][CH2:64][CH2:63]1. (7) Given the product [C:1]([C:5]1[CH:40]=[CH:39][C:8]([C:9]([N:11]2[C@@H:15]([C:16]3[CH:21]=[CH:20][CH:19]=[CH:18][CH:17]=3)[C@@H:14]([C:22]3[CH:27]=[N:26][CH:25]=[CH:24][N:23]=3)[CH2:13][C@@:12]2([CH2:35][CH:36]([CH3:37])[CH3:38])[C:28]([OH:30])=[O:29])=[O:10])=[CH:7][CH:6]=1)([CH3:3])([CH3:2])[CH3:4], predict the reactants needed to synthesize it. The reactants are: [C:1]([C:5]1[CH:40]=[CH:39][C:8]([C:9]([N:11]2[C@@H:15]([C:16]3[CH:21]=[CH:20][CH:19]=[CH:18][CH:17]=3)[C@@H:14]([C:22]3[CH:27]=[N:26][CH:25]=[CH:24][N:23]=3)[CH2:13][C@@:12]2([CH2:35][CH:36]([CH3:38])[CH3:37])[C:28]([O:30]C(C)(C)C)=[O:29])=[O:10])=[CH:7][CH:6]=1)([CH3:4])([CH3:3])[CH3:2].C(O)(C(F)(F)F)=O.